Dataset: Reaction yield outcomes from USPTO patents with 853,638 reactions. Task: Predict the reaction yield, written as a fraction of the theoretical maximum amount of product (1.0 means a 100% yield; for example, 0.34 means a 34% yield). (1) The reactants are C[O:2][C:3]1[CH:8]=[CH:7][C:6]([C:9]2[N:13]=[C:12]([C:14]3[CH:19]=[CH:18][C:17]([O:20]C)=[CH:16][CH:15]=3)[S:11][N:10]=2)=[CH:5][CH:4]=1. The catalyst is CCCCCC.C(OCC)(=O)C. The product is [S:11]1[C:12]([C:14]2[CH:15]=[CH:16][C:17]([OH:20])=[CH:18][CH:19]=2)=[N:13][C:9]([C:6]2[CH:7]=[CH:8][C:3]([OH:2])=[CH:4][CH:5]=2)=[N:10]1. The yield is 0.920. (2) The reactants are [H-].[Na+].[CH3:3][CH2:4][O:5][C:6]([CH:8](P(OCC)(OCC)=O)[CH3:9])=[O:7].[CH:18]([C:21]1[CH:28]=[CH:27][C:24]([CH:25]=O)=[CH:23][CH:22]=1)([CH3:20])[CH3:19].O. The catalyst is CN(C)C=O. The product is [CH:18]([C:21]1[CH:28]=[CH:27][C:24]([CH:25]=[C:8]([CH3:9])[C:6]([O:5][CH2:4][CH3:3])=[O:7])=[CH:23][CH:22]=1)([CH3:20])[CH3:19]. The yield is 0.960. (3) The reactants are [Br:1][C:2]1[CH:3]=[CH:4][C:5]2[N:6]([CH2:16][CH:17]([F:40])[CH2:18][N:19]([C:32]3[CH:37]=[CH:36][CH:35]=[C:34]([O:38][CH3:39])[CH:33]=3)S(C3C=CC([N+]([O-])=O)=CC=3)(=O)=O)[C:7]3[C:12]([C:13]=2[CH:14]=1)=[CH:11][C:10]([Br:15])=[CH:9][CH:8]=3.[OH-].[Li+].CN(C)C=O.SCC(O)=O. The catalyst is CCOC(C)=O. The product is [Br:15][C:10]1[CH:9]=[CH:8][C:7]2[N:6]([CH2:16][CH:17]([F:40])[CH2:18][NH:19][C:32]3[CH:37]=[CH:36][CH:35]=[C:34]([O:38][CH3:39])[CH:33]=3)[C:5]3[C:13]([C:12]=2[CH:11]=1)=[CH:14][C:2]([Br:1])=[CH:3][CH:4]=3. The yield is 0.880. (4) The reactants are [Br:1][C:2]1[N:7]=[C:6]([CH:8]=O)[CH:5]=[CH:4][CH:3]=1.[NH2:10][C:11]1[CH:19]=[C:18]([F:20])[CH:17]=[C:16]([F:21])[C:12]=1[C:13]([NH2:15])=[O:14].C1(C)C=CC(S(O)(=O)=O)=CC=1.OS([O-])=O.[Na+]. The catalyst is CC(N(C)C)=O. The product is [Br:1][C:2]1[N:7]=[C:6]([C:8]2[NH:15][C:13](=[O:14])[C:12]3[C:11](=[CH:19][C:18]([F:20])=[CH:17][C:16]=3[F:21])[N:10]=2)[CH:5]=[CH:4][CH:3]=1. The yield is 0.150. (5) The reactants are [Br:1][C:2]1[CH:7]=[C:6]([F:8])[CH:5]=[CH:4][C:3]=1[C:9]([F:12])([F:11])[F:10].[N+:13]([O-])([O-:15])=[O:14].[K+]. The catalyst is S(=O)(=O)(O)O. The product is [Br:1][C:2]1[CH:7]=[C:6]([F:8])[C:5]([N+:13]([O-:15])=[O:14])=[CH:4][C:3]=1[C:9]([F:12])([F:10])[F:11]. The yield is 1.00. (6) The reactants are Br[C:2]1[CH:3]=[C:4]([NH:10][C:11]2[CH:16]=[CH:15][C:14]([O:17][CH:18]3[CH2:21][N:20]([CH3:22])[CH2:19]3)=[CH:13][N:12]=2)[C:5](=[O:9])[N:6]([CH3:8])[CH:7]=1.[C:23]([O:26][CH2:27][CH:28]1[C:33]([N:43]2[C:55](=[O:56])[C:54]3[S:53][C:52]4[CH2:51][CH2:50][CH2:49][CH2:48][C:47]=4[C:46]=3[CH2:45][CH2:44]2)(B2OC(C)(C)C(C)(C)O2)[CH:32]=[C:31]([F:57])[CH:30]=[CH:29]1)(=[O:25])[CH3:24].[O-]P([O-])([O-])=O.[K+].[K+].[K+].CC([O-])=O.[Na+]. The catalyst is CC#N.O.C1C=CC(P(C2C=CC=CC=2)[C-]2C=CC=C2)=CC=1.C1C=CC(P(C2C=CC=CC=2)[C-]2C=CC=C2)=CC=1.Cl[Pd]Cl.[Fe+2]. The product is [C:23]([O:26][CH2:27][C:28]1[C:33]([N:43]2[C:55](=[O:56])[C:54]3[S:53][C:52]4[CH2:51][CH2:50][CH2:49][CH2:48][C:47]=4[C:46]=3[CH2:45][CH2:44]2)=[CH:32][C:31]([F:57])=[CH:30][C:29]=1[C:2]1[CH:3]=[C:4]([NH:10][C:11]2[CH:16]=[CH:15][C:14]([O:17][CH:18]3[CH2:21][N:20]([CH3:22])[CH2:19]3)=[CH:13][N:12]=2)[C:5](=[O:9])[N:6]([CH3:8])[CH:7]=1)(=[O:25])[CH3:24]. The yield is 0.410. (7) The reactants are [CH2:1]([S:3]([N:6]1[CH2:11][CH2:10][CH:9]([C:12]2[C:20]3[C:15](=[C:16]([C:29]([NH2:31])=[O:30])[CH:17]=[C:18]([C:21]4[CH:26]=[CH:25][CH:24]=[C:23]([CH:27]=O)[CH:22]=4)[CH:19]=3)[NH:14][CH:13]=2)[CH2:8][CH2:7]1)(=[O:5])=[O:4])[CH3:2].[F:32][C:33]([F:37])([F:36])[CH2:34][NH2:35].[BH4-].[Na+].[CH3:40][OH:41]. The catalyst is ClCCl.C(O)(=O)C. The product is [F:32][C:33]([F:37])([F:36])[C:40]([OH:4])=[O:41].[CH2:1]([S:3]([N:6]1[CH2:7][CH2:8][CH:9]([C:12]2[C:20]3[C:15](=[C:16]([C:29]([NH2:31])=[O:30])[CH:17]=[C:18]([C:21]4[CH:26]=[CH:25][CH:24]=[C:23]([CH2:27][NH:35][CH2:34][C:33]([F:37])([F:36])[F:32])[CH:22]=4)[CH:19]=3)[NH:14][CH:13]=2)[CH2:10][CH2:11]1)(=[O:4])=[O:5])[CH3:2]. The yield is 0.625. (8) The reactants are [CH3:1][O:2][C:3]1[CH:4]=[C:5]2[C:10](=[CH:11][C:12]=1[O:13][CH3:14])[N:9]=[CH:8][CH:7]=[C:6]2[S:15][C:16]1[S:17][C:18]([NH2:21])=[CH:19][N:20]=1.[C:22]1([N:28]=[C:29]=[O:30])[CH:27]=[CH:26][CH:25]=[CH:24][CH:23]=1.C(OCC)(=O)C.O. The catalyst is CN(C)C=O.CO. The product is [CH3:1][O:2][C:3]1[CH:4]=[C:5]2[C:10](=[CH:11][C:12]=1[O:13][CH3:14])[N:9]=[CH:8][CH:7]=[C:6]2[S:15][C:16]1[S:17][C:18]([NH:21][C:29]([NH:28][C:22]2[CH:27]=[CH:26][CH:25]=[CH:24][CH:23]=2)=[O:30])=[CH:19][N:20]=1. The yield is 0.600. (9) The reactants are [S:1]1[CH:5]=[CH:4][CH:3]=[C:2]1[CH:6]=O.[C:8]([CH2:10][C:11]([NH2:13])=[S:12])#[N:9].CN1CCOCC1. The catalyst is C(O)C. The product is [C:8]([C:10](=[CH:6][C:2]1[S:1][CH:5]=[CH:4][CH:3]=1)[C:11]([NH2:13])=[S:12])#[N:9]. The yield is 0.720.